Predict the reaction yield, written as a fraction of the theoretical maximum amount of product (1.0 means a 100% yield; for example, 0.34 means a 34% yield). From a dataset of Reaction yield outcomes from USPTO patents with 853,638 reactions. (1) The reactants are [CH3:1][C:2]1[CH:10]=[CH:9][C:5]2[S:6][CH:7]=[CH:8][C:4]=2[CH:3]=1.[Br:11]N1C(=O)CCC1=O. The catalyst is ClC(Cl)(Cl)Cl.C(OOC(=O)C1C=CC=CC=1)(=O)C1C=CC=CC=1. The product is [Br:11][CH2:1][C:2]1[CH:10]=[CH:9][C:5]2[S:6][CH:7]=[CH:8][C:4]=2[CH:3]=1. The yield is 0.830. (2) The reactants are [C:1]([O:5][C:6]([N:8]1[CH:14]([C:15]([OH:17])=O)[CH2:13][C:10]2([CH2:12][CH2:11]2)[CH2:9]1)=[O:7])([CH3:4])([CH3:3])[CH3:2].CN(C(ON1N=NC2C=CC=NC1=2)=[N+](C)C)C.F[P-](F)(F)(F)(F)F.Cl.Cl.[NH2:44][CH2:45][C:46]([C:48]1[CH:53]=[CH:52][C:51]([Br:54])=[CH:50][CH:49]=1)=[O:47].CCN(C(C)C)C(C)C. The catalyst is CN(C=O)C.C(OCC)(=O)C. The product is [C:1]([O:5][C:6]([N:8]1[CH:14]([C:15](=[O:17])[NH:44][CH2:45][C:46]([C:48]2[CH:53]=[CH:52][C:51]([Br:54])=[CH:50][CH:49]=2)=[O:47])[CH2:13][C:10]2([CH2:11][CH2:12]2)[CH2:9]1)=[O:7])([CH3:2])([CH3:3])[CH3:4]. The yield is 0.670. (3) The reactants are Cl.[CH3:2][C:3]([CH3:16])([CH3:15])[CH2:4][NH:5][CH2:6][CH:7]([C:9]1[CH:14]=[CH:13][CH:12]=[CH:11][CH:10]=1)[OH:8].[H-].[Na+].[O:19]1[C:23]2[CH:24]=[CH:25][CH:26]=[CH:27][C:22]=2[CH:21]=[C:20]1[C:28]1[N:32]2[N:33]=[C:34](Cl)[CH:35]=[CH:36][C:31]2=[N:30][CH:29]=1. The catalyst is CN(C=O)C. The product is [O:19]1[C:23]2[CH:24]=[CH:25][CH:26]=[CH:27][C:22]=2[CH:21]=[C:20]1[C:28]1[N:32]2[N:33]=[C:34]([O:8][CH:7]([C:9]3[CH:14]=[CH:13][CH:12]=[CH:11][CH:10]=3)[CH2:6][NH:5][CH2:4][C:3]([CH3:16])([CH3:15])[CH3:2])[CH:35]=[CH:36][C:31]2=[N:30][CH:29]=1. The yield is 0.570.